From a dataset of NCI-60 drug combinations with 297,098 pairs across 59 cell lines. Regression. Given two drug SMILES strings and cell line genomic features, predict the synergy score measuring deviation from expected non-interaction effect. (1) Drug 1: CC12CCC3C(C1CCC2=O)CC(=C)C4=CC(=O)C=CC34C. Drug 2: C1=NC2=C(N=C(N=C2N1C3C(C(C(O3)CO)O)F)Cl)N. Cell line: NCI-H322M. Synergy scores: CSS=33.9, Synergy_ZIP=-0.156, Synergy_Bliss=3.21, Synergy_Loewe=-0.650, Synergy_HSA=3.50. (2) Drug 1: CC1=C2C(C(=O)C3(C(CC4C(C3C(C(C2(C)C)(CC1OC(=O)C(C(C5=CC=CC=C5)NC(=O)OC(C)(C)C)O)O)OC(=O)C6=CC=CC=C6)(CO4)OC(=O)C)OC)C)OC. Drug 2: CC12CCC3C(C1CCC2=O)CC(=C)C4=CC(=O)C=CC34C. Cell line: HOP-62. Synergy scores: CSS=42.0, Synergy_ZIP=0.559, Synergy_Bliss=-0.257, Synergy_Loewe=1.07, Synergy_HSA=3.44. (3) Drug 1: CC1=C(C(=CC=C1)Cl)NC(=O)C2=CN=C(S2)NC3=CC(=NC(=N3)C)N4CCN(CC4)CCO. Drug 2: COCCOC1=C(C=C2C(=C1)C(=NC=N2)NC3=CC=CC(=C3)C#C)OCCOC.Cl. Cell line: NCIH23. Synergy scores: CSS=17.2, Synergy_ZIP=-2.20, Synergy_Bliss=4.62, Synergy_Loewe=-3.90, Synergy_HSA=5.38. (4) Drug 1: CS(=O)(=O)CCNCC1=CC=C(O1)C2=CC3=C(C=C2)N=CN=C3NC4=CC(=C(C=C4)OCC5=CC(=CC=C5)F)Cl. Drug 2: CC1CCCC2(C(O2)CC(NC(=O)CC(C(C(=O)C(C1O)C)(C)C)O)C(=CC3=CSC(=N3)C)C)C. Cell line: CCRF-CEM. Synergy scores: CSS=66.1, Synergy_ZIP=8.31, Synergy_Bliss=7.20, Synergy_Loewe=-38.8, Synergy_HSA=4.49. (5) Drug 1: CNC(=O)C1=CC=CC=C1SC2=CC3=C(C=C2)C(=NN3)C=CC4=CC=CC=N4. Drug 2: CN1C2=C(C=C(C=C2)N(CCCl)CCCl)N=C1CCCC(=O)O.Cl. Cell line: RXF 393. Synergy scores: CSS=3.78, Synergy_ZIP=-0.748, Synergy_Bliss=0.904, Synergy_Loewe=-0.972, Synergy_HSA=-0.346. (6) Drug 1: CS(=O)(=O)C1=CC(=C(C=C1)C(=O)NC2=CC(=C(C=C2)Cl)C3=CC=CC=N3)Cl. Drug 2: CC1=C(C(CCC1)(C)C)C=CC(=CC=CC(=CC(=O)O)C)C. Cell line: HS 578T. Synergy scores: CSS=9.06, Synergy_ZIP=-0.568, Synergy_Bliss=0.00814, Synergy_Loewe=-13.2, Synergy_HSA=-6.05. (7) Drug 1: CCC(=C(C1=CC=CC=C1)C2=CC=C(C=C2)OCCN(C)C)C3=CC=CC=C3.C(C(=O)O)C(CC(=O)O)(C(=O)O)O. Drug 2: CCN(CC)CCNC(=O)C1=C(NC(=C1C)C=C2C3=C(C=CC(=C3)F)NC2=O)C. Cell line: SNB-19. Synergy scores: CSS=-4.32, Synergy_ZIP=0.0540, Synergy_Bliss=-3.55, Synergy_Loewe=-6.11, Synergy_HSA=-6.28. (8) Drug 1: CC1C(C(=O)NC(C(=O)N2CCCC2C(=O)N(CC(=O)N(C(C(=O)O1)C(C)C)C)C)C(C)C)NC(=O)C3=C4C(=C(C=C3)C)OC5=C(C(=O)C(=C(C5=N4)C(=O)NC6C(OC(=O)C(N(C(=O)CN(C(=O)C7CCCN7C(=O)C(NC6=O)C(C)C)C)C)C(C)C)C)N)C. Drug 2: CC1CCCC2(C(O2)CC(NC(=O)CC(C(C(=O)C(C1O)C)(C)C)O)C(=CC3=CSC(=N3)C)C)C. Cell line: LOX IMVI. Synergy scores: CSS=50.9, Synergy_ZIP=5.43, Synergy_Bliss=3.65, Synergy_Loewe=-13.0, Synergy_HSA=1.31. (9) Drug 1: C1=CN(C=N1)CC(O)(P(=O)(O)O)P(=O)(O)O. Drug 2: CC1C(C(CC(O1)OC2CC(CC3=C2C(=C4C(=C3O)C(=O)C5=CC=CC=C5C4=O)O)(C(=O)C)O)N)O. Cell line: T-47D. Synergy scores: CSS=35.7, Synergy_ZIP=1.63, Synergy_Bliss=1.57, Synergy_Loewe=-39.4, Synergy_HSA=2.44.